This data is from Reaction yield outcomes from USPTO patents with 853,638 reactions. The task is: Predict the reaction yield, written as a fraction of the theoretical maximum amount of product (1.0 means a 100% yield; for example, 0.34 means a 34% yield). The reactants are [CH2:1]([N:8]1[C:14](=[O:15])[C:13]2[CH:16]=[CH:17][C:18](F)=[N:19][C:12]=2[O:11][CH2:10][CH2:9]1)[C:2]1[CH:7]=[CH:6][CH:5]=[CH:4][CH:3]=1.[Cl:21][C:22]1[CH:27]=[CH:26][C:25]([OH:28])=[CH:24][CH:23]=1.C(=O)([O-])[O-].[K+].[K+].CN(C=O)C. The catalyst is O. The product is [CH2:1]([N:8]1[C:14](=[O:15])[C:13]2[CH:16]=[CH:17][C:18]([O:28][C:25]3[CH:26]=[CH:27][C:22]([Cl:21])=[CH:23][CH:24]=3)=[N:19][C:12]=2[O:11][CH2:10][CH2:9]1)[C:2]1[CH:7]=[CH:6][CH:5]=[CH:4][CH:3]=1. The yield is 0.840.